From a dataset of Full USPTO retrosynthesis dataset with 1.9M reactions from patents (1976-2016). Predict the reactants needed to synthesize the given product. (1) Given the product [C@@H:1]12[O:11][C@@H:2]1[CH2:3][C:4]1[C:9]2=[CH:8][CH:7]=[CH:6][CH:5]=1, predict the reactants needed to synthesize it. The reactants are: [CH2:1]1[C:9]2[C:4](=[CH:5][CH:6]=[CH:7][CH:8]=2)[CH:3]=[CH:2]1.P([O-])([O-])([O-])=[O:11].OO.S([O-])([O-])(=O)=S.[Na+].[Na+]. (2) Given the product [CH2:24]([S:26]([N:1]1[CH2:6][CH2:5][CH:4]([C:7]2[C:15]3[C:10](=[C:11]([C:21]([NH2:23])=[O:22])[CH:12]=[C:13]([C:16]4[S:17][CH:18]=[CH:19][CH:20]=4)[CH:14]=3)[NH:9][CH:8]=2)[CH2:3][CH2:2]1)(=[O:28])=[O:27])[CH3:25], predict the reactants needed to synthesize it. The reactants are: [NH:1]1[CH2:6][CH2:5][CH:4]([C:7]2[C:15]3[C:10](=[C:11]([C:21]([NH2:23])=[O:22])[CH:12]=[C:13]([C:16]4[S:17][CH:18]=[CH:19][CH:20]=4)[CH:14]=3)[NH:9][CH:8]=2)[CH2:3][CH2:2]1.[CH2:24]([S:26](Cl)(=[O:28])=[O:27])[CH3:25].C(N(CC)CC)C. (3) Given the product [F:51][C:52]1[CH:57]=[CH:56][C:55]([N:58]([CH3:60])[NH:59][C:9](=[O:11])[C:8]2[CH:12]=[C:4]([CH:1]3[CH2:2][CH2:3]3)[C:5]([O:13][CH2:14][C:15]([F:18])([F:17])[F:16])=[N:6][CH:7]=2)=[CH:54][CH:53]=1, predict the reactants needed to synthesize it. The reactants are: [CH:1]1([C:4]2[C:5]([O:13][CH2:14][C:15]([F:18])([F:17])[F:16])=[N:6][CH:7]=[C:8]([CH:12]=2)[C:9]([OH:11])=O)[CH2:3][CH2:2]1.CN(C(ON1N=NC2C=CC=CC1=2)=[N+](C)C)C.[B-](F)(F)(F)F.C(N(CC)C(C)C)(C)C.Cl.[F:51][C:52]1[CH:57]=[CH:56][C:55]([N:58]([CH3:60])[NH2:59])=[CH:54][CH:53]=1. (4) Given the product [S:15]1[C:16]2[CH:22]=[CH:21][CH:20]=[CH:19][C:17]=2[N:18]=[C:14]1[C:13]1[C:9]([C:6]2[CH:7]=[CH:8][C:3]([OH:2])=[CH:4][CH:5]=2)=[N:10][NH:11][CH:12]=1, predict the reactants needed to synthesize it. The reactants are: C[O:2][C:3]1[CH:8]=[CH:7][C:6]([C:9]2[C:13]([C:14]3[S:15][C:16]4[CH:22]=[CH:21][CH:20]=[CH:19][C:17]=4[N:18]=3)=[CH:12][NH:11][N:10]=2)=[CH:5][CH:4]=1.BrB(Br)Br. (5) Given the product [N:1]1([CH2:6][CH2:7][CH2:8][O:9][C:10]2[CH:15]=[CH:14][C:13]([C:16]3([CH2:22][N:23]4[C:24]5[CH:29]=[CH:28][N:27]=[CH:26][C:25]=5[N:30]=[CH:31]4)[CH2:21][CH2:20][O:19][CH2:18][CH2:17]3)=[CH:12][CH:11]=2)[CH2:5][CH2:4][CH2:3][CH2:2]1, predict the reactants needed to synthesize it. The reactants are: [N:1]1([CH2:6][CH2:7][CH2:8][O:9][C:10]2[CH:15]=[CH:14][C:13]([C:16]3([CH2:22][NH:23][C:24]4[CH:29]=[CH:28][N:27]=[CH:26][C:25]=4[NH2:30])[CH2:21][CH2:20][O:19][CH2:18][CH2:17]3)=[CH:12][CH:11]=2)[CH2:5][CH2:4][CH2:3][CH2:2]1.[CH3:31]OC(OC)OC. (6) Given the product [F:1][C:2]([F:7])([F:6])[C:3]([OH:5])=[O:4].[C:59]([C:56]1[CH:57]=[CH:58][C:53]([NH:52][CH:51]([C:65]2[CH:70]=[C:69]([O:71][CH3:72])[CH:68]=[C:67]([O:24][CH3:22])[C:66]=2[F:75])[C:50]2[NH:49][C:48](=[O:78])[N:90]([C:86]3[N:85]=[C:84]([C:82]([OH:81])=[O:83])[CH:89]=[CH:88][CH:87]=3)[N:91]=2)=[CH:54][CH:55]=1)(=[NH:60])[NH2:63], predict the reactants needed to synthesize it. The reactants are: [F:1][C:2]([F:7])([F:6])[C:3]([OH:5])=[O:4].C(C1C=CC(NC(C2C=C(OC)C3OCCCOC=3C=2)C2N[C:22](=[O:24])N(C3N=CSC=3C(O)=O)N=2)=CC=1)(=N)N.CO[C:48](=[O:78])[N:49]=[C:50](SC)[C:51]([C:65]1[CH:70]=[C:69]([O:71][CH3:72])[C:68](OC)=[CH:67][C:66]=1[F:75])=[N:52][C:53]1[CH:58]=[CH:57][C:56]([C:59]2[N:63]=C(C)O[N:60]=2)=[CH:55][CH:54]=1.Cl.C[O:81][C:82]([C:84]1[CH:89]=[CH:88][CH:87]=[C:86]([NH:90][NH2:91])[N:85]=1)=[O:83].COC(=O)N=C(SC)C(C1C=C(OC)C2OCCCOC=2C=1)=NC1C=CC(C2N=C(C)ON=2)=CC=1.COC(C1SC=NC=1NN)=O.